From a dataset of Full USPTO retrosynthesis dataset with 1.9M reactions from patents (1976-2016). Predict the reactants needed to synthesize the given product. Given the product [C:6]([O:11][CH2:12][CH2:13][O:14][C:1](=[O:4])[CH:2]=[CH2:3])(=[O:10])[C:7]([CH3:9])=[CH2:8], predict the reactants needed to synthesize it. The reactants are: [C:1](Cl)(=[O:4])[CH:2]=[CH2:3].[C:6]([O:11][CH2:12][CH2:13][OH:14])(=[O:10])[C:7]([CH3:9])=[CH2:8].C(N(CC)CC)C.